This data is from Forward reaction prediction with 1.9M reactions from USPTO patents (1976-2016). The task is: Predict the product of the given reaction. (1) Given the reactants [OH:1][CH2:2][CH2:3][C:4]1[C:12]2[C:7](=[C:8]([OH:13])[CH:9]=[CH:10][CH:11]=2)[NH:6][CH:5]=1.[CH3:14][C@@:15]1(S([O-])(=O)=O)C=CC(C)=C(CC=O)[CH:16]1[N:25]1[CH2:30][CH2:29][O:28][CH2:27][CH2:26]1.C(=O)([O-])[O-:36].[K+].[K+].O, predict the reaction product. The product is: [CH3:14][C@H:15]([O:13][C:8]1[CH:9]=[CH:10][CH:11]=[C:12]2[C:7]=1[NH:6][CH:5]=[C:4]2[CH2:3][CH2:2][OH:1])[C:16]([N:25]1[CH2:30][CH2:29][O:28][CH2:27][CH2:26]1)=[O:36]. (2) Given the reactants [O:1]=[C:2]1[C:7]2[NH:8][C:9]3[CH:10]=[CH:11][CH:12]=[CH:13][C:14]=3[C:6]=2[N:5]=[C:4]([S:15][CH2:16][C:17]([O:19][C:20]([CH3:23])([CH3:22])[CH3:21])=[O:18])[N:3]1[C:24]1[CH:29]=[CH:28][CH:27]=[CH:26][CH:25]=1.[H-].[Na+].Br[CH2:33][C:34]#[N:35], predict the reaction product. The product is: [C:34]([CH2:33][N:8]1[C:9]2[CH:10]=[CH:11][CH:12]=[CH:13][C:14]=2[C:6]2[N:5]=[C:4]([S:15][CH2:16][C:17]([O:19][C:20]([CH3:22])([CH3:23])[CH3:21])=[O:18])[N:3]([C:24]3[CH:29]=[CH:28][CH:27]=[CH:26][CH:25]=3)[C:2](=[O:1])[C:7]1=2)#[N:35]. (3) Given the reactants [CH:1]1([Li])[CH:5]=[CH:4][CH:3]=[CH:2]1.[CH2:7]([N:9]1[CH:13]=[CH:12][C:11]([SiH:15]([CH3:17])[CH3:16])(Cl)[B:10]1[C:18]1[CH:23]=[CH:22][CH:21]=[CH:20][CH:19]=1)[CH3:8], predict the reaction product. The product is: [CH2:7]([N:9]1[CH:13]=[CH:12][CH:11]([Si:15]([CH:1]2[CH:5]=[CH:4][CH:3]=[CH:2]2)([CH3:17])[CH3:16])[B:10]1[C:18]1[CH:23]=[CH:22][CH:21]=[CH:20][CH:19]=1)[CH3:8].